Dataset: Reaction yield outcomes from USPTO patents with 853,638 reactions. Task: Predict the reaction yield, written as a fraction of the theoretical maximum amount of product (1.0 means a 100% yield; for example, 0.34 means a 34% yield). (1) The reactants are [CH2:1]([O:3][CH:4]([O:19][CH2:20][CH3:21])[C@@H:5]([NH:7][CH2:8][C:9]1[C:18]2[C:13](=[CH:14][CH:15]=[CH:16][CH:17]=2)[CH:12]=[CH:11][CH:10]=1)[CH3:6])[CH3:2].[CH:22]1[C:34]2[CH:33]([CH2:35][O:36][C:37]([NH:39][C@@H:40]([CH2:44][C:45]3[CH:50]=[CH:49][C:48]([O:51][C:52]([CH3:55])([CH3:54])[CH3:53])=[CH:47][CH:46]=3)[C:41](O)=[O:42])=[O:38])[C:32]3[C:27](=[CH:28][CH:29]=[CH:30][CH:31]=3)[C:26]=2[CH:25]=[CH:24][CH:23]=1. No catalyst specified. The product is [C:52]([O:51][C:48]1[CH:47]=[CH:46][C:45]([CH2:44][C@H:40]([NH:39][C:37](=[O:38])[O:36][CH2:35][CH:33]2[C:34]3[CH:22]=[CH:23][CH:24]=[CH:25][C:26]=3[C:27]3[C:32]2=[CH:31][CH:30]=[CH:29][CH:28]=3)[C:41]([N:7]([C@@H:5]([CH3:6])[CH:4]([O:3][CH2:1][CH3:2])[O:19][CH2:20][CH3:21])[CH2:8][C:9]2[C:18]3[C:13](=[CH:14][CH:15]=[CH:16][CH:17]=3)[CH:12]=[CH:11][CH:10]=2)=[O:42])=[CH:50][CH:49]=1)([CH3:55])([CH3:53])[CH3:54]. The yield is 0.790. (2) The reactants are [NH2:1][CH2:2][N:3]1[CH2:8][CH:7]([C:9]([O:11][CH2:12][C:13]2[CH:18]=[CH:17][CH:16]=[CH:15][CH:14]=2)=[O:10])[CH:6]=[CH:5][O:4]1.[CH:19](=O)[C:20]1[CH:25]=[CH:24][CH:23]=[CH:22][CH:21]=1.[BH4-].[Na+].O. The catalyst is CO. The product is [CH2:19]([NH:1][CH2:2][N:3]1[CH2:8][CH:7]([C:9]([O:11][CH2:12][C:13]2[CH:18]=[CH:17][CH:16]=[CH:15][CH:14]=2)=[O:10])[CH:6]=[CH:5][O:4]1)[C:20]1[CH:25]=[CH:24][CH:23]=[CH:22][CH:21]=1. The yield is 0.140. (3) The reactants are [NH2:1][C:2]1[CH:7]=[CH:6][C:5]([Cl:8])=[CH:4][C:3]=1[C:9]([C:11]1[CH:16]=[CH:15][CH:14]=[C:13]([Cl:17])[CH:12]=1)=O.[OH-].[K+].[C:20]([O:24][C:25](=[O:34])[CH2:26][C:27](OC(C)(C)C)=[O:28])([CH3:23])([CH3:22])[CH3:21]. No catalyst specified. The product is [C:20]([O:24][C:25]([C:26]1[C:27]([OH:28])=[N:1][C:2]2[C:3]([C:9]=1[C:11]1[CH:16]=[CH:15][CH:14]=[C:13]([Cl:17])[CH:12]=1)=[CH:4][C:5]([Cl:8])=[CH:6][CH:7]=2)=[O:34])([CH3:23])([CH3:22])[CH3:21]. The yield is 0.510. (4) The reactants are [F:1][C:2]([F:16])([F:15])[O:3][C:4]1[CH:5]=[C:6]2[C:11](=[CH:12][CH:13]=1)[N:10]=[CH:9][CH:8]=[C:7]2O.O=P(Cl)(Cl)[Cl:19]. No catalyst specified. The product is [Cl:19][C:7]1[C:6]2[C:11](=[CH:12][CH:13]=[C:4]([O:3][C:2]([F:16])([F:15])[F:1])[CH:5]=2)[N:10]=[CH:9][CH:8]=1. The yield is 0.920.